Dataset: NCI-60 drug combinations with 297,098 pairs across 59 cell lines. Task: Regression. Given two drug SMILES strings and cell line genomic features, predict the synergy score measuring deviation from expected non-interaction effect. Drug 1: CC(C)(C#N)C1=CC(=CC(=C1)CN2C=NC=N2)C(C)(C)C#N. Drug 2: CC1=C2C(C(=O)C3(C(CC4C(C3C(C(C2(C)C)(CC1OC(=O)C(C(C5=CC=CC=C5)NC(=O)OC(C)(C)C)O)O)OC(=O)C6=CC=CC=C6)(CO4)OC(=O)C)O)C)O. Cell line: RPMI-8226. Synergy scores: CSS=-0.949, Synergy_ZIP=2.25, Synergy_Bliss=3.30, Synergy_Loewe=1.60, Synergy_HSA=0.478.